This data is from Reaction yield outcomes from USPTO patents with 853,638 reactions. The task is: Predict the reaction yield, written as a fraction of the theoretical maximum amount of product (1.0 means a 100% yield; for example, 0.34 means a 34% yield). (1) The reactants are NC1N(C2C=CC(OC)=CC=2)C(C2C=CC=C(NS(C)(=O)=O)C=2)[N:5]=[C:4]2[O:27]C=C[C:3]=12.C(O[C:34](=[O:36])[CH3:35])(=O)C.[C:37]1(C)[CH:42]=[CH:41][CH:40]=[CH:39][CH:38]=1. No catalyst specified. The product is [C:4]([NH:5][C:37]1[CH:38]=[CH:39][C:40]([C:34](=[O:36])[CH3:35])=[CH:41][CH:42]=1)(=[O:27])[CH3:3]. The yield is 9.60. (2) The catalyst is Cl.CO. The reactants are [Cl:1][C:2]1[CH:3]=[C:4]([C:8]2[CH:9]=[CH:10][C:11]3[N:17]4[CH2:18][CH2:19][CH:14]([CH2:15][CH2:16]4)[N:13](C(OC(C)(C)C)=O)[C:12]=3[N:27]=2)[CH:5]=[CH:6][CH:7]=1. The yield is 0.900. The product is [Cl:1][C:2]1[CH:3]=[C:4]([C:8]2[CH:9]=[CH:10][C:11]3[N:17]4[CH2:18][CH2:19][CH:14]([CH2:15][CH2:16]4)[NH:13][C:12]=3[N:27]=2)[CH:5]=[CH:6][CH:7]=1. (3) The reactants are Cl[C:2]1[C:3]2[CH:10]([CH3:11])[S:9][CH2:8][C:4]=2[N:5]=[CH:6][N:7]=1.[CH3:12][C@H:13]1[CH2:18][N:17]([C:19]([O:21][C:22]([CH3:25])([CH3:24])[CH3:23])=[O:20])[CH2:16][CH2:15][NH:14]1.CCN(C(C)C)C(C)C. The catalyst is CN1C(=O)CCC1.C(OCC)(=O)C. The product is [CH3:12][C@@H:13]1[N:14]([C:2]2[C:3]3[CH:10]([CH3:11])[S:9][CH2:8][C:4]=3[N:5]=[CH:6][N:7]=2)[CH2:15][CH2:16][N:17]([C:19]([O:21][C:22]([CH3:23])([CH3:25])[CH3:24])=[O:20])[CH2:18]1. The yield is 0.640. (4) No catalyst specified. The reactants are [C:1]([NH:5][C:6]1[NH:7][C:8]2[CH:14]=[CH:13][CH:12]=[CH:11][C:9]=2[N:10]=1)([O:3][CH3:4])=[O:2].[Cl:15][S:16](O)(=[O:18])=[O:17]. The yield is 0.780. The product is [Cl:15][S:16]([C:13]1[CH:12]=[CH:11][C:9]2[N:10]=[C:6]([NH:5][C:1]([O:3][CH3:4])=[O:2])[NH:7][C:8]=2[CH:14]=1)(=[O:18])=[O:17].